This data is from Reaction yield outcomes from USPTO patents with 853,638 reactions. The task is: Predict the reaction yield, written as a fraction of the theoretical maximum amount of product (1.0 means a 100% yield; for example, 0.34 means a 34% yield). (1) The reactants are Cl.[NH2:2][CH2:3][C:4]1[CH:13]=[CH:12][CH:11]=[C:10]2[C:5]=1[C:6](=[O:23])[N:7]([CH:15]1[CH2:20][CH2:19][C:18](=[O:21])[NH:17][C:16]1=[O:22])[C:8]([CH3:14])=[N:9]2.[C:24]([CH2:28][C:29](Cl)=[O:30])([CH3:27])([CH3:26])[CH3:25].C(N(CC)C(C)C)(C)C. The catalyst is C(#N)C. The product is [O:22]=[C:16]1[CH:15]([N:7]2[C:6](=[O:23])[C:5]3[C:10](=[CH:11][CH:12]=[CH:13][C:4]=3[CH2:3][NH:2][C:29](=[O:30])[CH2:28][C:24]([CH3:27])([CH3:26])[CH3:25])[N:9]=[C:8]2[CH3:14])[CH2:20][CH2:19][C:18](=[O:21])[NH:17]1. The yield is 0.220. (2) The reactants are Cl[C:2]1[S:3][C:4]2[CH:10]=[C:9]([O:11][CH3:12])[CH:8]=[CH:7][C:5]=2[N:6]=1.[NH2:13][C:14]1[CH:19]=[C:18]([Cl:20])[C:17]([OH:21])=[C:16]([Cl:22])[CH:15]=1.C([O-])([O-])=O.[K+].[K+]. The catalyst is CS(C)=O. The product is [Cl:20][C:18]1[CH:19]=[C:14]([NH2:13])[CH:15]=[C:16]([Cl:22])[C:17]=1[O:21][C:2]1[S:3][C:4]2[CH:10]=[C:9]([O:11][CH3:12])[CH:8]=[CH:7][C:5]=2[N:6]=1. The yield is 0.560. (3) The reactants are [CH2:1]([O:8][C:9]1[CH:14]=[C:13]([Br:15])[CH:12]=[C:11]([N+:16]([O-])=O)[C:10]=1[N:19]([CH2:23][CH2:24][O:25][CH3:26])[C:20](=O)[CH3:21])[C:2]1[CH:7]=[CH:6][CH:5]=[CH:4][CH:3]=1. The catalyst is C(O)(=O)C.[Fe]. The product is [CH2:1]([O:8][C:9]1[C:10]2[N:19]([CH2:23][CH2:24][O:25][CH3:26])[C:20]([CH3:21])=[N:16][C:11]=2[CH:12]=[C:13]([Br:15])[CH:14]=1)[C:2]1[CH:7]=[CH:6][CH:5]=[CH:4][CH:3]=1. The yield is 0.930. (4) The reactants are [Cl:1][C:2]1[CH:7]=[C:6](Cl)[N:5]2[N:9]=[C:10]([C:12]3[CH:17]=[CH:16][CH:15]=[CH:14][C:13]=3[CH3:18])[CH:11]=[C:4]2[N:3]=1.[NH:19]1[CH2:24][CH2:23][O:22][CH2:21][CH2:20]1. The catalyst is O1CCOCC1. The product is [Cl:1][C:2]1[CH:7]=[C:6]([N:19]2[CH2:24][CH2:23][O:22][CH2:21][CH2:20]2)[N:5]2[N:9]=[C:10]([C:12]3[CH:17]=[CH:16][CH:15]=[CH:14][C:13]=3[CH3:18])[CH:11]=[C:4]2[N:3]=1. The yield is 0.860. (5) The reactants are C[S:2]([C:4]1[CH:11]=[C:10]([C:12]2[CH:17]=[CH:16][C:15]([C:18]([F:21])([F:20])[F:19])=[CH:14][CH:13]=2)[CH:9]=[CH:8][C:5]=1[C:6]#[N:7])=O. The catalyst is FC(F)(F)C(OC(=O)C(F)(F)F)=O. The product is [SH:2][C:4]1[CH:11]=[C:10]([C:12]2[CH:17]=[CH:16][C:15]([C:18]([F:19])([F:20])[F:21])=[CH:14][CH:13]=2)[CH:9]=[CH:8][C:5]=1[C:6]#[N:7]. The yield is 0.510.